Dataset: Forward reaction prediction with 1.9M reactions from USPTO patents (1976-2016). Task: Predict the product of the given reaction. (1) Given the reactants [Cl:1][C:2]1[N:7]=[C:6]([N:8]([CH3:28])[C:9]2[CH:27]=[CH:26][C:12]3[N:13]([CH3:25])[C:14]([NH:16][CH2:17][C:18]4[CH:23]=[CH:22][C:21]([CH3:24])=[CH:20][CH:19]=4)=[N:15][C:11]=3[CH:10]=2)[CH:5]=[CH:4][N:3]=1.[CH3:29][S:30]([CH2:33][CH2:34][C:35]1[CH:40]=[CH:39][C:38]([NH2:41])=[CH:37][CH:36]=1)(=[O:32])=[O:31], predict the reaction product. The product is: [ClH:1].[CH3:29][S:30]([CH2:33][CH2:34][C:35]1[CH:36]=[CH:37][C:38]([NH:41][C:2]2[N:7]=[C:6]([N:8]([CH3:28])[C:9]3[CH:27]=[CH:26][C:12]4[N:13]([CH3:25])[C:14]([NH:16][CH2:17][C:18]5[CH:19]=[CH:20][C:21]([CH3:24])=[CH:22][CH:23]=5)=[N:15][C:11]=4[CH:10]=3)[CH:5]=[CH:4][N:3]=2)=[CH:39][CH:40]=1)(=[O:31])=[O:32]. (2) Given the reactants Br[C:2]1[C:10]2[C:5](=[N:6][CH:7]=[C:8]([CH3:11])[CH:9]=2)[N:4]([S:12]([C:15]2[CH:21]=[CH:20][C:18]([CH3:19])=[CH:17][CH:16]=2)(=[O:14])=[O:13])[CH:3]=1.[B:22]1([B:22]2[O:26][C:25]([CH3:28])([CH3:27])[C:24]([CH3:30])([CH3:29])[O:23]2)[O:26][C:25]([CH3:28])([CH3:27])[C:24]([CH3:30])([CH3:29])[O:23]1.C([O-])(=O)C.[K+], predict the reaction product. The product is: [CH3:11][C:8]1[CH:9]=[C:10]2[C:2]([B:22]3[O:26][C:25]([CH3:28])([CH3:27])[C:24]([CH3:30])([CH3:29])[O:23]3)=[CH:3][N:4]([S:12]([C:15]3[CH:21]=[CH:20][C:18]([CH3:19])=[CH:17][CH:16]=3)(=[O:14])=[O:13])[C:5]2=[N:6][CH:7]=1. (3) Given the reactants [CH3:1][O:2][C:3](=[O:18])[C:4]1[C:5](=[C:10]([CH3:17])[C:11]([CH2:15][CH3:16])=[CH:12][C:13]=1[OH:14])[C:6]([O:8][CH3:9])=[O:7].C(=O)([O-])[O-].[K+].[K+].[CH2:25](Br)[CH:26]=[CH2:27], predict the reaction product. The product is: [CH3:1][O:2][C:3](=[O:18])[C:4]1[C:5](=[C:10]([CH3:17])[C:11]([CH2:15][CH3:16])=[CH:12][C:13]=1[O:14][CH2:27][CH:26]=[CH2:25])[C:6]([O:8][CH3:9])=[O:7]. (4) Given the reactants [Cl:1][C:2]1[CH:7]=[CH:6][C:5]([CH:8](O)[C:9]2[CH:10]=[N:11][N:12]([CH:19]([CH3:21])[CH3:20])[C:13]=2[C:14]([O:16][CH2:17][CH3:18])=[O:15])=[CH:4][CH:3]=1.[NH2:23][C:24]1[CH:25]=[C:26]([CH3:32])[C:27](=[O:31])[N:28]([CH3:30])[CH:29]=1, predict the reaction product. The product is: [Cl:1][C:2]1[CH:7]=[CH:6][C:5]([CH:8]([NH:23][C:24]2[CH:25]=[C:26]([CH3:32])[C:27](=[O:31])[N:28]([CH3:30])[CH:29]=2)[C:9]2[CH:10]=[N:11][N:12]([CH:19]([CH3:21])[CH3:20])[C:13]=2[C:14]([O:16][CH2:17][CH3:18])=[O:15])=[CH:4][CH:3]=1.